The task is: Predict the reactants needed to synthesize the given product.. This data is from Full USPTO retrosynthesis dataset with 1.9M reactions from patents (1976-2016). (1) Given the product [C:1]([C:5]1[CH:10]=[CH:9][C:8]([N:11]2[C:15](=[O:16])[C:14](=[C:17]([NH:32][NH:31][C:29](=[O:30])[C:28]3[CH:27]=[CH:26][C:25]([C:23]([O:22][CH3:21])=[O:24])=[CH:34][CH:33]=3)[CH3:18])[C:13]([CH3:20])=[N:12]2)=[CH:7][CH:6]=1)([CH3:4])([CH3:3])[CH3:2], predict the reactants needed to synthesize it. The reactants are: [C:1]([C:5]1[CH:10]=[CH:9][C:8]([N:11]2[C:15]([OH:16])=[C:14]([C:17](=O)[CH3:18])[C:13]([CH3:20])=[N:12]2)=[CH:7][CH:6]=1)([CH3:4])([CH3:3])[CH3:2].[CH3:21][O:22][C:23]([C:25]1[CH:34]=[CH:33][C:28]([C:29]([NH:31][NH2:32])=[O:30])=[CH:27][CH:26]=1)=[O:24]. (2) Given the product [F:28][C:20]1[C:19]2[C:18]([S:15]([N:12]3[CH2:13][CH2:14][C@@H:10]([NH:8][CH3:6])[CH2:11]3)(=[O:16])=[O:17])=[CH:27][CH:26]=[CH:25][C:24]=2[CH:23]=[N:22][CH:21]=1.[ClH:43], predict the reactants needed to synthesize it. The reactants are: C(O[C:6]([N:8]([C@@H:10]1[CH2:14][CH2:13][N:12]([S:15]([C:18]2[C:19]3[C:20]([F:28])=[CH:21][N:22]=[CH:23][C:24]=3[CH:25]=[CH:26][CH:27]=2)(=[O:17])=[O:16])[CH2:11]1)C)=O)(C)(C)C.FC1C2C(S([Cl:43])(=O)=O)=CC=CC=2C=NC=1.C(OC(N([C@@H]1CCNC1)C)=O)(C)(C)C.BrC1C2C(S(Cl)(=O)=O)=CC=CC=2C=NC=1.C(OC(N([C@H]1CCNC1)C)=O)(C)(C)C. (3) Given the product [Cl:16][C:13]1[CH:14]=[N:15][C:4]2[N:3]=[C:2]([N:20]3[CH2:19][CH2:18][N:17]([C:23]([O:25][C:26]([CH3:29])([CH3:28])[CH3:27])=[O:24])[CH2:22][CH2:21]3)[N:7]3[N:8]=[C:9]([CH3:11])[N:10]=[C:6]3[C:5]=2[CH:12]=1, predict the reactants needed to synthesize it. The reactants are: Cl[C:2]1[N:7]2[N:8]=[C:9]([CH3:11])[N:10]=[C:6]2[C:5]2[CH:12]=[C:13]([Cl:16])[CH:14]=[N:15][C:4]=2[N:3]=1.[N:17]1([C:23]([O:25][C:26]([CH3:29])([CH3:28])[CH3:27])=[O:24])[CH2:22][CH2:21][NH:20][CH2:19][CH2:18]1. (4) Given the product [Cl:1][C:2]1[CH:3]=[C:4]([CH:5]=[CH:6][CH:7]=1)[C:8]([NH:10][C:11]([NH:32][C:31]1[CH:33]=[CH:34][C:28]([O:27][C:18]2[C:17]3[C:22](=[CH:23][C:24]([O:25][CH3:26])=[C:15]([O:14][CH3:13])[CH:16]=3)[N:21]=[CH:20][CH:19]=2)=[C:29]([CH3:36])[C:30]=1[CH3:35])=[S:12])=[O:9], predict the reactants needed to synthesize it. The reactants are: [Cl:1][C:2]1[CH:3]=[C:4]([C:8]([N:10]=[C:11]=[S:12])=[O:9])[CH:5]=[CH:6][CH:7]=1.[CH3:13][O:14][C:15]1[CH:16]=[C:17]2[C:22](=[CH:23][C:24]=1[O:25][CH3:26])[N:21]=[CH:20][CH:19]=[C:18]2[O:27][C:28]1[CH:34]=[CH:33][C:31]([NH2:32])=[C:30]([CH3:35])[C:29]=1[CH3:36].C1(C)C=CC=CC=1. (5) Given the product [F:14][C:12]1[CH:13]=[C:8]([CH2:7][C:6]([NH:5][C@H:4]([C:3]([OH:19])=[O:2])[CH2:17][OH:18])=[O:16])[CH:9]=[C:10]([F:15])[CH:11]=1, predict the reactants needed to synthesize it. The reactants are: C[O:2][C:3](=[O:19])[C@H:4]([CH2:17][OH:18])[NH:5][C:6](=[O:16])[CH2:7][C:8]1[CH:13]=[C:12]([F:14])[CH:11]=[C:10]([F:15])[CH:9]=1.[OH-].[Li+].Cl. (6) Given the product [N+:12]([C:15]1[CH:16]=[CH:17][C:18]([OH:23])=[C:19]([C:20]2[NH:1][N:2]=[C:3]([C:5]3[C:10]([CH3:11])=[CH:9][CH:8]=[CH:7][N:6]=3)[N:4]=2)[CH:22]=1)([O-:14])=[O:13], predict the reactants needed to synthesize it. The reactants are: [NH2:1][NH:2][C:3]([C:5]1[C:10]([CH3:11])=[CH:9][CH:8]=[CH:7][N:6]=1)=[NH:4].[N+:12]([C:15]1[CH:16]=[CH:17][C:18]([OH:23])=[C:19]([CH:22]=1)[CH:20]=O)([O-:14])=[O:13]. (7) The reactants are: [CH:1]([C:4]1[CH:9]=[CH:8][CH:7]=[CH:6][C:5]=1[NH2:10])([CH3:3])[CH3:2].C([O-])(=O)C.[Na+].[Cl-].[I-:17]. Given the product [I:17][C:8]1[CH:7]=[CH:6][C:5]([NH2:10])=[C:4]([CH:1]([CH3:3])[CH3:2])[CH:9]=1, predict the reactants needed to synthesize it. (8) The reactants are: [CH:1]1([NH:7][CH:8]2[CH2:13][CH2:12][CH2:11][CH2:10][CH2:9]2)[CH2:6][CH2:5][CH2:4][CH2:3][CH2:2]1.C(N(CC)CC)C.ClC(Cl)(O[C:25](=[O:31])OC(Cl)(Cl)Cl)Cl.[CH3:33][NH:34][CH2:35][CH:36]([CH3:38])[CH3:37]. Given the product [CH3:33][N:34]([CH2:35][CH:36]([CH3:38])[CH3:37])[C:25]([N:7]([CH:1]1[CH2:2][CH2:3][CH2:4][CH2:5][CH2:6]1)[CH:8]1[CH2:9][CH2:10][CH2:11][CH2:12][CH2:13]1)=[O:31], predict the reactants needed to synthesize it.